Regression. Given two drug SMILES strings and cell line genomic features, predict the synergy score measuring deviation from expected non-interaction effect. From a dataset of NCI-60 drug combinations with 297,098 pairs across 59 cell lines. (1) Drug 1: CN1C2=C(C=C(C=C2)N(CCCl)CCCl)N=C1CCCC(=O)O.Cl. Drug 2: CC1C(C(CC(O1)OC2CC(CC3=C2C(=C4C(=C3O)C(=O)C5=CC=CC=C5C4=O)O)(C(=O)C)O)N)O. Cell line: COLO 205. Synergy scores: CSS=54.2, Synergy_ZIP=-0.205, Synergy_Bliss=0.788, Synergy_Loewe=-28.3, Synergy_HSA=1.64. (2) Drug 1: C1CCC(CC1)NC(=O)N(CCCl)N=O. Drug 2: CCN(CC)CCCC(C)NC1=C2C=C(C=CC2=NC3=C1C=CC(=C3)Cl)OC. Cell line: M14. Synergy scores: CSS=5.08, Synergy_ZIP=-4.04, Synergy_Bliss=-4.45, Synergy_Loewe=-11.3, Synergy_HSA=-5.66. (3) Drug 1: C1=CN(C=N1)CC(O)(P(=O)(O)O)P(=O)(O)O. Drug 2: CC1=C(N=C(N=C1N)C(CC(=O)N)NCC(C(=O)N)N)C(=O)NC(C(C2=CN=CN2)OC3C(C(C(C(O3)CO)O)O)OC4C(C(C(C(O4)CO)O)OC(=O)N)O)C(=O)NC(C)C(C(C)C(=O)NC(C(C)O)C(=O)NCCC5=NC(=CS5)C6=NC(=CS6)C(=O)NCCC[S+](C)C)O. Cell line: MDA-MB-435. Synergy scores: CSS=-3.69, Synergy_ZIP=0.896, Synergy_Bliss=0.730, Synergy_Loewe=-2.12, Synergy_HSA=-2.51. (4) Drug 1: C1=C(C(=O)NC(=O)N1)F. Drug 2: CC1C(C(CC(O1)OC2CC(OC(C2O)C)OC3=CC4=CC5=C(C(=O)C(C(C5)C(C(=O)C(C(C)O)O)OC)OC6CC(C(C(O6)C)O)OC7CC(C(C(O7)C)O)OC8CC(C(C(O8)C)O)(C)O)C(=C4C(=C3C)O)O)O)O. Cell line: SF-268. Synergy scores: CSS=27.5, Synergy_ZIP=-1.55, Synergy_Bliss=3.32, Synergy_Loewe=-80.6, Synergy_HSA=2.55.